Dataset: Full USPTO retrosynthesis dataset with 1.9M reactions from patents (1976-2016). Task: Predict the reactants needed to synthesize the given product. The reactants are: [F:1][C:2]1([F:19])[CH2:6][CH2:5][C@@H:4]([C@@:7]([OH:18])([C:11]2[CH:16]=[CH:15][C:14]([Cl:17])=[CH:13][CH:12]=2)[C:8]([OH:10])=[O:9])[CH2:3]1.C(OC([N:27]1[CH2:32][CH2:31][CH:30]([CH2:33]O)[CH2:29][CH2:28]1)=O)(C)(C)C. Given the product [F:19][C:2]1([F:1])[CH2:6][CH2:5][C@@H:4]([C@@:7]([OH:18])([C:11]2[CH:12]=[CH:13][C:14]([Cl:17])=[CH:15][CH:16]=2)[C:8]([O:10][CH2:33][CH:30]2[CH2:31][CH2:32][NH:27][CH2:28][CH2:29]2)=[O:9])[CH2:3]1, predict the reactants needed to synthesize it.